Dataset: Forward reaction prediction with 1.9M reactions from USPTO patents (1976-2016). Task: Predict the product of the given reaction. (1) The product is: [NH2:13][C:10]1[CH:11]=[CH:12][C:7]([N:1]2[CH2:6][CH2:5][O:4][CH2:3][CH2:2]2)=[C:8]([CH2:16][OH:17])[CH:9]=1. Given the reactants [N:1]1([C:7]2[CH:12]=[CH:11][C:10]([N+:13]([O-])=O)=[CH:9][C:8]=2[CH2:16][OH:17])[CH2:6][CH2:5][O:4][CH2:3][CH2:2]1, predict the reaction product. (2) Given the reactants Cl.[NH2:2][C:3]1[CH:4]=[C:5]([CH2:11][CH2:12][NH:13][C:14](=[O:16])[CH3:15])[CH:6]=[CH:7][C:8]=1[O:9][CH3:10].CN(C)C=O.[CH2:22]=[C:23]1[O:27][C:25](=[O:26])[CH2:24]1.C(N(CC)CC)C, predict the reaction product. The product is: [C:14]([NH:13][CH2:12][CH2:11][C:5]1[CH:6]=[CH:7][C:8]([O:9][CH3:10])=[C:3]([NH:2][C:25](=[O:26])[CH2:24][C:23](=[O:27])[CH3:22])[CH:4]=1)(=[O:16])[CH3:15]. (3) Given the reactants [Cl-].[Cl-].[Ca+2].OS(O)(=O)=O.[CH3:9][O:10][C:11]1[CH:12]=[CH:13][CH:14]=[C:15]([CH:19]=1)[C:16]([OH:18])=[O:17], predict the reaction product. The product is: [C:16]([CH2:15][C:14]1[CH:13]=[CH:12][C:11]([O:10][CH3:9])=[CH:19][C:15]=1[C:16]([OH:18])=[O:17])([OH:18])=[O:17]. (4) Given the reactants [N:1]1[CH:6]=[CH:5][CH:4]=[C:3]([CH2:7][NH:8][C:9]([C:11]2[S:15][C:14]([C:16]3[NH:17][N:18]=[CH:19][CH:20]=3)=[N:13][C:12]=2[CH3:21])=[O:10])[CH:2]=1.Cl[CH2:23][C:24]([C:27]1[CH:32]=[CH:31][CH:30]=[CH:29][CH:28]=1)([CH3:26])[CH3:25], predict the reaction product. The product is: [N:1]1[CH:6]=[CH:5][CH:4]=[C:3]([CH2:7][NH:8][C:9]([C:11]2[S:15][C:14]([C:16]3[CH:20]=[CH:19][N:18]([CH2:23][C:24]([CH3:26])([C:27]4[CH:32]=[CH:31][CH:30]=[CH:29][CH:28]=4)[CH3:25])[N:17]=3)=[N:13][C:12]=2[CH3:21])=[O:10])[CH:2]=1.